Dataset: Forward reaction prediction with 1.9M reactions from USPTO patents (1976-2016). Task: Predict the product of the given reaction. Given the reactants COC1C=C(OC)C=CC=1C[S:6][C:7]1[CH:8]=[C:9]([C:25]([NH:27][CH3:28])=[O:26])[C:10](=[O:24])[N:11]([C:14]2[CH:19]=[CH:18][CH:17]=[C:16]([C:20]([F:23])([F:22])[F:21])[CH:15]=2)[C:12]=1[CH3:13].FC(F)(F)C(O)=O, predict the reaction product. The product is: [SH:6][C:7]1[CH:8]=[C:9]([C:25]([NH:27][CH3:28])=[O:26])[C:10](=[O:24])[N:11]([C:14]2[CH:19]=[CH:18][CH:17]=[C:16]([C:20]([F:23])([F:22])[F:21])[CH:15]=2)[C:12]=1[CH3:13].